This data is from CYP2C9 inhibition data for predicting drug metabolism from PubChem BioAssay. The task is: Regression/Classification. Given a drug SMILES string, predict its absorption, distribution, metabolism, or excretion properties. Task type varies by dataset: regression for continuous measurements (e.g., permeability, clearance, half-life) or binary classification for categorical outcomes (e.g., BBB penetration, CYP inhibition). Dataset: cyp2c9_veith. (1) The drug is C=C1C[C@@]23C[C@]1(O)CC[C@@H]2[C@]12C=C[C@@H](O)[C@](C)(C(=O)O1)[C@H]2[C@H]3C(=O)O. The result is 0 (non-inhibitor). (2) The compound is CC(C)NC[C@@H](O)c1ccc(O)c2ncccc12. The result is 0 (non-inhibitor).